Predict the reactants needed to synthesize the given product. From a dataset of Full USPTO retrosynthesis dataset with 1.9M reactions from patents (1976-2016). (1) Given the product [Br:19][C:14]1[CH:15]=[C:16]2[C:11](=[CH:12][CH:13]=1)[C:10](=[O:20])[N:9]([CH2:8][CH2:7][CH:2]=[O:1])[CH2:18][CH2:17]2, predict the reactants needed to synthesize it. The reactants are: [O:1]1CCCO[CH:2]1[CH2:7][CH2:8][N:9]1[CH2:18][CH2:17][C:16]2[C:11](=[CH:12][CH:13]=[C:14]([Br:19])[CH:15]=2)[C:10]1=[O:20].Cl. (2) Given the product [Br:17][C:11]1[CH:12]=[C:13]([Cl:16])[CH:14]=[CH:15][C:10]=1[NH:9][C:6]1[CH:5]=[CH:4][C:3]([CH2:2][NH:1][C:37]([C:34]2([NH:33][C:31]([C:29]3[CH:28]=[N:27][CH:26]=[N:25][CH:30]=3)=[O:32])[CH2:36][CH2:35]2)=[O:38])=[N:8][CH:7]=1, predict the reactants needed to synthesize it. The reactants are: [NH2:1][CH2:2][C:3]1[N:8]=[CH:7][C:6]([NH:9][C:10]2[CH:15]=[CH:14][C:13]([Cl:16])=[CH:12][C:11]=2[Br:17])=[CH:5][CH:4]=1.FC(F)(F)C([O-])=O.[N:25]1[CH:30]=[C:29]([C:31]([NH:33][C:34]2([C:37](O)=[O:38])[CH2:36][CH2:35]2)=[O:32])[CH:28]=[N:27][CH:26]=1.